From a dataset of CYP2C9 substrate classification data from Carbon-Mangels et al.. Regression/Classification. Given a drug SMILES string, predict its absorption, distribution, metabolism, or excretion properties. Task type varies by dataset: regression for continuous measurements (e.g., permeability, clearance, half-life) or binary classification for categorical outcomes (e.g., BBB penetration, CYP inhibition). Dataset: cyp2c9_substrate_carbonmangels. (1) The drug is c1ccc(C2(c3ccccc3)C[C@H]2C2=NCCN2)cc1. The result is 0 (non-substrate). (2) The compound is Cc1onc(-c2ccccc2)c1-c1ccc(S(N)(=O)=O)cc1. The result is 1 (substrate). (3) The compound is CC(C)(C)c1cc(C[C@H]2SCNC2=O)cc(C(C)(C)C)c1O. The result is 0 (non-substrate). (4) The compound is NCC[C@@H](Oc1ccc(C(F)(F)F)cc1)c1ccccc1. The result is 0 (non-substrate). (5) The compound is Cc1nc2n(c(=O)c1CCN1CCC(c3noc4cc(F)ccc34)CC1)CCCC2. The result is 0 (non-substrate). (6) The compound is CO[C@H]1C[C@@H]2CC[C@@H](C)[C@@](O)(O2)C(=O)C(=O)N2CCCC[C@H]2C(=O)O[C@H]([C@H](C)C[C@@H]2CC[C@@H](OCCO)[C@H](OC)C2)CC(=O)[C@H](C)C=C(C)[C@@H](O)[C@@H](OC)C(=O)[C@H](C)C[C@H](C)C=CC=CC=C1C. The result is 0 (non-substrate). (7) The compound is Clc1ccc([C@@H](Cn2ccnc2)OCc2c(Cl)cccc2Cl)c(Cl)c1. The result is 0 (non-substrate).